From a dataset of Full USPTO retrosynthesis dataset with 1.9M reactions from patents (1976-2016). Predict the reactants needed to synthesize the given product. (1) Given the product [C:1]([NH:4][C:5]1[CH:6]=[CH:7][C:8]([N:11]2[CH2:20][CH2:19][C:18]3[C:13](=[CH:14][CH:15]=[C:16]([OH:21])[CH:17]=3)[CH:12]2[CH2:23][C:24]2[CH:25]=[CH:26][C:27]([OH:30])=[CH:28][CH:29]=2)=[CH:9][CH:10]=1)(=[O:3])[CH3:2], predict the reactants needed to synthesize it. The reactants are: [C:1]([NH:4][C:5]1[CH:10]=[CH:9][C:8]([N:11]2[CH2:20][CH2:19][C:18]3[C:13](=[CH:14][CH:15]=[C:16]([O:21]C)[CH:17]=3)[CH:12]2[CH2:23][C:24]2[CH:29]=[CH:28][C:27]([OH:30])=[CH:26][CH:25]=2)=[CH:7][CH:6]=1)(=[O:3])[CH3:2].B(Br)(Br)Br. (2) The reactants are: [CH:1]1([O:5][C:6]2[CH:7]=[C:8]([CH:12]=[CH:13][CH:14]=2)[C:9]([OH:11])=O)[CH2:4][CH2:3][CH2:2]1.[NH2:15][C@@H:16]1[C@H:20]2[O:21][CH2:22][C@H:23]([NH:24][C:25]([CH:27]3[CH2:29][CH2:28]3)=[O:26])[C@H:19]2[O:18][CH2:17]1. Given the product [CH:1]1([O:5][C:6]2[CH:7]=[C:8]([CH:12]=[CH:13][CH:14]=2)[C:9]([NH:15][C@H:16]2[CH2:17][O:18][C@@H:19]3[C@@H:23]([NH:24][C:25]([CH:27]4[CH2:28][CH2:29]4)=[O:26])[CH2:22][O:21][C@H:20]23)=[O:11])[CH2:2][CH2:3][CH2:4]1, predict the reactants needed to synthesize it. (3) Given the product [C:8]([O:12][C:13]([N:15]1[C@@H:20]([C@@H:21]([OH:36])[C@@H:22]([NH:35][C:1](=[O:3])[CH3:2])[CH2:23][C:24]2[CH:29]=[C:28]([F:30])[CH:27]=[C:26]([O:31][CH2:32][CH2:33][CH3:34])[CH:25]=2)[CH2:19][O:18][C@@H:17]([O:37][CH2:38][C:39]([CH3:42])([CH3:43])[CH2:40][F:41])[C@@H:16]1[CH3:44])=[O:14])([CH3:11])([CH3:10])[CH3:9], predict the reactants needed to synthesize it. The reactants are: [C:1](OC(=O)C)(=[O:3])[CH3:2].[C:8]([O:12][C:13]([N:15]1[C@@H:20]([C@@H:21]([OH:36])[C@@H:22]([NH2:35])[CH2:23][C:24]2[CH:29]=[C:28]([F:30])[CH:27]=[C:26]([O:31][CH2:32][CH2:33][CH3:34])[CH:25]=2)[CH2:19][O:18][C@@H:17]([O:37][CH2:38][C:39]([CH3:43])([CH3:42])[CH2:40][F:41])[C@@H:16]1[CH3:44])=[O:14])([CH3:11])([CH3:10])[CH3:9].C(N(CC)CC)C. (4) Given the product [Br:27][C:28]1[CH:33]=[CH:32][C:31]([C@@H:34]([NH:39][C@H:40]2[CH2:45][CH2:44][CH2:43][C@@H:42]([NH:46][C:2]3[N:7]=[C:6]([C:8]4[C:16]5[C:11](=[CH:12][CH:13]=[CH:14][CH:15]=5)[N:10]([S:17]([C:20]5[CH:25]=[CH:24][CH:23]=[CH:22][CH:21]=5)(=[O:19])=[O:18])[CH:9]=4)[C:5]([Cl:26])=[CH:4][N:3]=3)[CH2:41]2)[C:35]([F:38])([F:37])[F:36])=[CH:30][CH:29]=1, predict the reactants needed to synthesize it. The reactants are: Cl[C:2]1[N:7]=[C:6]([C:8]2[C:16]3[C:11](=[CH:12][CH:13]=[CH:14][CH:15]=3)[N:10]([S:17]([C:20]3[CH:25]=[CH:24][CH:23]=[CH:22][CH:21]=3)(=[O:19])=[O:18])[CH:9]=2)[C:5]([Cl:26])=[CH:4][N:3]=1.[Br:27][C:28]1[CH:33]=[CH:32][C:31]([C@@H:34]([NH:39][C@H:40]2[CH2:45][CH2:44][CH2:43][C@@H:42]([NH2:46])[CH2:41]2)[C:35]([F:38])([F:37])[F:36])=[CH:30][CH:29]=1.Cl.CCN(C(C)C)C(C)C. (5) Given the product [C:25]1([N:31]2[CH:17]=[C:3]([C:4]([O:6][CH2:7][CH3:8])=[O:5])[C:2]([CH2:9][CH2:10][C:11]3[CH:16]=[CH:15][CH:14]=[CH:13][CH:12]=3)=[N:32]2)[CH:30]=[CH:29][CH:28]=[CH:27][CH:26]=1, predict the reactants needed to synthesize it. The reactants are: O=[C:2]([CH2:9][CH2:10][C:11]1[CH:16]=[CH:15][CH:14]=[CH:13][CH:12]=1)[CH2:3][C:4]([O:6][CH2:7][CH3:8])=[O:5].[CH3:17]OC(OC)N(C)C.[C:25]1([NH:31][NH2:32])[CH:30]=[CH:29][CH:28]=[CH:27][CH:26]=1.